This data is from Forward reaction prediction with 1.9M reactions from USPTO patents (1976-2016). The task is: Predict the product of the given reaction. (1) The product is: [CH3:1][C:2]1[S:3][C:4]([C:14]2[N:19]=[C:18]([C:20]3[N:21]=[CH:22][CH:23]=[CH:24][N:25]=3)[CH:17]=[CH:16][CH:15]=2)=[CH:5][N:6]=1. Given the reactants [CH3:1][C:2]1[S:3][CH:4]=[CH:5][N:6]=1.C(=O)([O-])[O-].[K+].[K+].Br[C:14]1[N:19]=[C:18]([C:20]2[N:25]=[CH:24][CH:23]=[CH:22][N:21]=2)[CH:17]=[CH:16][CH:15]=1.C1(C)C=CC=CC=1P(C1C=CC=CC=1C)C1C=CC=CC=1C, predict the reaction product. (2) Given the reactants [F:1][C:2]([F:13])([F:12])[C:3]1[CH:8]=[CH:7][C:6](B(O)O)=[CH:5][CH:4]=1.C([O-])([O-])=O.[Cs+].[Cs+].Cl[C:21]1[N:26]=[C:25]([O:27]C)[C:24]([O:29]C)=[CH:23][N:22]=1, predict the reaction product. The product is: [OH:29][C:24]1[C:25](=[O:27])[NH:26][C:21]([C:6]2[CH:7]=[CH:8][C:3]([C:2]([F:13])([F:12])[F:1])=[CH:4][CH:5]=2)=[N:22][CH:23]=1. (3) Given the reactants [Cl:1][C:2]1[CH:10]=[C:9]2[C:5]([CH2:6][C:7](=[O:11])[NH:8]2)=[CH:4][CH:3]=1.[NH:12]1[C:20]2[C:15](=[CH:16][CH:17]=[C:18]([CH:21]=O)[CH:19]=2)[CH:14]=[N:13]1, predict the reaction product. The product is: [NH:12]1[C:20]2[C:15](=[CH:16][CH:17]=[C:18](/[CH:21]=[C:6]3/[C:7](=[O:11])[NH:8][C:9]4[C:5]/3=[CH:4][CH:3]=[C:2]([Cl:1])[CH:10]=4)[CH:19]=2)[CH:14]=[N:13]1. (4) Given the reactants [CH3:1][O:2][C:3]1[CH:12]=[CH:11][C:10]([O:13][CH3:14])=[C:9]2[C:4]=1[CH2:5][CH2:6][CH2:7][CH:8]2[NH2:15].F[C:17]1[CH:22]=[C:21]([F:23])[CH:20]=[CH:19][C:18]=1[S:24]([CH3:27])(=[O:26])=[O:25].C(N(C(C)C)CC)(C)C, predict the reaction product. The product is: [F:23][C:21]1[CH:22]=[CH:17][C:18]([S:24]([CH3:27])(=[O:26])=[O:25])=[C:19]([NH:15][CH:8]2[C:9]3[C:4](=[C:3]([O:2][CH3:1])[CH:12]=[CH:11][C:10]=3[O:13][CH3:14])[CH2:5][CH2:6][CH2:7]2)[CH:20]=1. (5) Given the reactants C[Si]([N-:5][Si](C)(C)C)(C)C.[K+].[CH:11]1[N:15]([C@@H:16]2[O:20][C@@H:19]3[CH2:21][O:22][P:23]([OH:26])([O:25][C@H:18]3[C@H:17]2[OH:27])=[O:24])[C:14]2[NH:28][C:29]([NH2:33])=[N:30][C:31](=[O:32])[C:13]=2[N:12]=1.C(OCC)(=O)C, predict the reaction product. The product is: [NH3:5].[CH:11]1[N:15]([C@@H:16]2[O:20][C@@H:19]3[CH2:21][O:22][P:23]([OH:26])([O:25][C@H:18]3[C@H:17]2[OH:27])=[O:24])[C:14]2[NH:28][C:29]([NH2:33])=[N:30][C:31](=[O:32])[C:13]=2[N:12]=1. (6) Given the reactants [CH2:1]([O:3][C:4](=[O:39])[C:5]([CH3:38])([O:7][C:8]1[CH:13]=[CH:12][C:11]([O:14][CH2:15][CH2:16][C:17]2[N:18]=[C:19]([C:23]3[CH:28]=[CH:27][C:26](B4OC(C)(C)C(C)(C)O4)=[CH:25][CH:24]=3)[O:20][C:21]=2[CH3:22])=[CH:10][CH:9]=1)[CH3:6])[CH3:2].Br[C:41]1[CH:42]=[N:43][CH:44]=[N:45][CH:46]=1.C1(P(C2C=CC=CC=2)C2C=CC=CC=2)C=CC=CC=1.C(=O)([O-])[O-].[Na+].[Na+], predict the reaction product. The product is: [CH2:1]([O:3][C:4](=[O:39])[C:5]([CH3:38])([O:7][C:8]1[CH:13]=[CH:12][C:11]([O:14][CH2:15][CH2:16][C:17]2[N:18]=[C:19]([C:23]3[CH:24]=[CH:25][C:26]([C:41]4[CH:42]=[N:43][CH:44]=[N:45][CH:46]=4)=[CH:27][CH:28]=3)[O:20][C:21]=2[CH3:22])=[CH:10][CH:9]=1)[CH3:6])[CH3:2].